Dataset: Full USPTO retrosynthesis dataset with 1.9M reactions from patents (1976-2016). Task: Predict the reactants needed to synthesize the given product. (1) Given the product [C:7]([O:11][C:12]([N:14]1[CH2:19][CH2:18][CH:17]([CH:20]=[O:25])[CH2:16][CH2:15]1)=[O:13])([CH3:10])([CH3:9])[CH3:8], predict the reactants needed to synthesize it. The reactants are: [H-].[Al+3].[Li+].[H-].[H-].[H-].[C:7]([O:11][C:12]([N:14]1[CH2:19][CH2:18][CH:17]([C:20](=[O:25])N(OC)C)[CH2:16][CH2:15]1)=[O:13])([CH3:10])([CH3:9])[CH3:8]. (2) Given the product [CH3:1][C:2]1[CH:7]=[C:6]([NH:8][CH:9]([C:14]2[CH:28]=[CH:27][C:17]([C:18]([NH:20][CH2:21][CH2:22][C:23]([OH:25])=[O:24])=[O:19])=[CH:16][N:15]=2)[CH2:10][CH:11]([CH3:13])[CH3:12])[CH:5]=[C:4]([CH3:29])[C:3]=1[C:30]1[CH:35]=[CH:34][C:33]([C:36]([F:39])([F:38])[F:37])=[CH:32][CH:31]=1, predict the reactants needed to synthesize it. The reactants are: [CH3:1][C:2]1[CH:7]=[C:6]([NH:8][CH:9]([C:14]2[CH:28]=[CH:27][C:17]([C:18]([NH:20][CH2:21][CH2:22][C:23]([O:25]C)=[O:24])=[O:19])=[CH:16][N:15]=2)[CH2:10][CH:11]([CH3:13])[CH3:12])[CH:5]=[C:4]([CH3:29])[C:3]=1[C:30]1[CH:35]=[CH:34][C:33]([C:36]([F:39])([F:38])[F:37])=[CH:32][CH:31]=1.[Li+].[OH-].Cl. (3) Given the product [CH3:33][O:32][C:29]1[CH:30]=[CH:31][C:26]([CH2:25][N:4]2[C:5]3=[N:6][CH:7]=[CH:8][C:9]([NH:11][C:12]4[CH:17]=[CH:16][C:15]([O:18][C:19]5[CH:24]=[CH:23][CH:22]=[CH:21][CH:20]=5)=[CH:14][CH:13]=4)=[C:10]3[C:2]([O:34][C@@H:35]3[CH2:39][CH2:38][N:37]([C:40]([O:42][C:43]([CH3:46])([CH3:45])[CH3:44])=[O:41])[CH2:36]3)=[N:3]2)=[CH:27][CH:28]=1, predict the reactants needed to synthesize it. The reactants are: I[C:2]1[C:10]2[C:9]([NH:11][C:12]3[CH:17]=[CH:16][C:15]([O:18][C:19]4[CH:24]=[CH:23][CH:22]=[CH:21][CH:20]=4)=[CH:14][CH:13]=3)=[CH:8][CH:7]=[N:6][C:5]=2[N:4]([CH2:25][C:26]2[CH:31]=[CH:30][C:29]([O:32][CH3:33])=[CH:28][CH:27]=2)[N:3]=1.[OH:34][C@@H:35]1[CH2:39][CH2:38][N:37]([C:40]([O:42][C:43]([CH3:46])([CH3:45])[CH3:44])=[O:41])[CH2:36]1.N1C2C(=CC=C3C=2N=CC=C3)C=CC=1. (4) Given the product [CH3:23][C:24]1[O:28][N:27]=[C:26]([CH:29]2[CH2:34][CH2:33][N:32]([C:20](=[O:22])/[CH:19]=[CH:18]/[C:9]3[CH:10]=[CH:11][C:12]([C:14]([F:15])([F:16])[F:17])=[CH:13][C:8]=3[CH2:7][N:5]3[N:4]=[N:3][C:2]([CH3:1])=[N:6]3)[CH2:31][CH2:30]2)[N:25]=1, predict the reactants needed to synthesize it. The reactants are: [CH3:1][C:2]1[N:3]=[N:4][N:5]([CH2:7][C:8]2[CH:13]=[C:12]([C:14]([F:17])([F:16])[F:15])[CH:11]=[CH:10][C:9]=2/[CH:18]=[CH:19]/[C:20]([OH:22])=O)[N:6]=1.[CH3:23][C:24]1[O:28][N:27]=[C:26]([CH:29]2[CH2:34][CH2:33][NH:32][CH2:31][CH2:30]2)[N:25]=1.CCN(C(C)C)C(C)C.C(P1(=O)OP(CCC)(=O)OP(CCC)(=O)O1)CC. (5) Given the product [F:1][C:2]1[CH:3]=[CH:4][C:5]([CH2:8][CH2:9][C:10]2[C:14]([CH3:15])=[C:13]([C:16]3[CH:17]=[C:18]([C:22]([NH:25][S:38]([NH:37][CH2:36][C:35]([F:43])([F:42])[F:34])(=[O:40])=[O:39])([CH3:24])[CH3:23])[CH:19]=[CH:20][CH:21]=3)[N:12]([CH3:26])[N:11]=2)=[CH:6][CH:7]=1, predict the reactants needed to synthesize it. The reactants are: [F:1][C:2]1[CH:7]=[CH:6][C:5]([CH2:8][CH2:9][C:10]2[C:14]([CH3:15])=[C:13]([C:16]3[CH:17]=[C:18]([C:22]([NH2:25])([CH3:24])[CH3:23])[CH:19]=[CH:20][CH:21]=3)[N:12]([CH3:26])[N:11]=2)=[CH:4][CH:3]=1.CCN(CC)CC.[F:34][C:35]([F:43])([F:42])[CH2:36][NH:37][S:38](Cl)(=[O:40])=[O:39]. (6) Given the product [NH:60]1[C:59]([NH:58][C:23]([C:22]2[CH:26]=[CH:27][C:19]([CH2:18][N:17]3[C:13]([C:11]([NH:10][C:7]4[CH:8]=[CH:9][C:4]([O:3][C:2]([F:38])([F:1])[F:37])=[CH:5][CH:6]=4)=[O:12])=[CH:14][C:15]([C:28]4[CH:33]=[C:32]([F:34])[C:31]([F:35])=[C:30]([F:36])[CH:29]=4)=[N:16]3)=[CH:20][CH:21]=2)=[O:24])=[N:63][N:62]=[N:61]1, predict the reactants needed to synthesize it. The reactants are: [F:1][C:2]([F:38])([F:37])[O:3][C:4]1[CH:9]=[CH:8][C:7]([NH:10][C:11]([C:13]2[N:17]([CH2:18][C:19]3[CH:27]=[CH:26][C:22]([C:23](O)=[O:24])=[CH:21][CH:20]=3)[N:16]=[C:15]([C:28]3[CH:33]=[C:32]([F:34])[C:31]([F:35])=[C:30]([F:36])[CH:29]=3)[CH:14]=2)=[O:12])=[CH:6][CH:5]=1.C1C=NC2N(O)N=NC=2C=1.CCN(C(C)C)C(C)C.[NH2:58][C:59]1[NH:63][N:62]=[N:61][N:60]=1.C(Cl)CCl. (7) Given the product [NH:1]1[C:9]2[C:4](=[CH:5][C:6]([CH2:10][OH:11])=[CH:7][CH:8]=2)[CH:3]=[CH:2]1, predict the reactants needed to synthesize it. The reactants are: [NH:1]1[C:9]2[C:4](=[CH:5][C:6]([C:10](O)=[O:11])=[CH:7][CH:8]=2)[CH:3]=[CH:2]1.[H-].[Al+3].[Li+].[H-].[H-].[H-].O.[OH-].[Na+].